This data is from Peptide-MHC class II binding affinity with 134,281 pairs from IEDB. The task is: Regression. Given a peptide amino acid sequence and an MHC pseudo amino acid sequence, predict their binding affinity value. This is MHC class II binding data. (1) The peptide sequence is INKWQVVAPQLPADL. The MHC is DRB1_1101 with pseudo-sequence DRB1_1101. The binding affinity (normalized) is 0.306. (2) The peptide sequence is EPFPKRVWEQIFSTW. The MHC is HLA-DQA10102-DQB10602 with pseudo-sequence HLA-DQA10102-DQB10602. The binding affinity (normalized) is 0.196.